This data is from Reaction yield outcomes from USPTO patents with 853,638 reactions. The task is: Predict the reaction yield, written as a fraction of the theoretical maximum amount of product (1.0 means a 100% yield; for example, 0.34 means a 34% yield). (1) The reactants are [Cl:1][C:2]1[CH:7]=[CH:6][C:5]([CH3:8])=[CH:4][C:3]=1[O:9][CH3:10].C1C(=O)N([Br:18])C(=O)C1.CC(N=NC(C#N)(C)C)(C#N)C. The catalyst is C(Cl)(Cl)(Cl)Cl. The product is [Br:18][CH2:8][C:5]1[CH:6]=[CH:7][C:2]([Cl:1])=[C:3]([O:9][CH3:10])[CH:4]=1. The yield is 0.920. (2) The reactants are [Cl:1][C:2]1[CH:7]=[CH:6][CH:5]=[C:4]([Cl:8])[C:3]=1[N:9]1[C:13]([C:14]2[S:18][C:17]([NH:19]CC3C=CC(OC)=CC=3OC)=[N:16][CH:15]=2)=[CH:12][C:11]([CH:31]([F:33])[F:32])=[N:10]1.FC(F)(F)C(O)=O. The catalyst is O.C([O-])(O)=O.[Na+]. The product is [Cl:8][C:4]1[CH:5]=[CH:6][CH:7]=[C:2]([Cl:1])[C:3]=1[N:9]1[C:13]([C:14]2[S:18][C:17]([NH2:19])=[N:16][CH:15]=2)=[CH:12][C:11]([CH:31]([F:32])[F:33])=[N:10]1. The yield is 0.940.